This data is from Forward reaction prediction with 1.9M reactions from USPTO patents (1976-2016). The task is: Predict the product of the given reaction. (1) The product is: [CH3:8][C:9]1([CH3:29])[C:13]([CH3:14])([CH3:15])[O:12][B:11]([C:16]2[CH2:17][CH2:18][N:19]([C:22](=[O:23])[CH2:1][CH3:3])[CH2:20][CH:21]=2)[O:10]1. Given the reactants [C:1](O)([C:3](F)(F)F)=O.[CH3:8][C:9]1([CH3:29])[C:13]([CH3:15])([CH3:14])[O:12][B:11]([C:16]2[CH2:17][CH2:18][N:19]([C:22](OC(C)(C)C)=[O:23])[CH2:20][CH:21]=2)[O:10]1.CCN(CC)CC.C(Cl)(=O)CC, predict the reaction product. (2) The product is: [CH3:1][C:2]1[C:7]([CH2:8][C:9]2[CH:14]=[CH:13][CH:12]=[C:11]([C:15]([F:16])([F:17])[F:18])[CH:10]=2)=[C:6]([CH3:19])[N:5]2[N:20]=[CH:21][C:22]([C:23]([NH:34][CH2:33][CH2:32][C:30]3[N:29]=[CH:28][N:27]([CH3:26])[CH:31]=3)=[O:25])=[C:4]2[N:3]=1. Given the reactants [CH3:1][C:2]1[C:7]([CH2:8][C:9]2[CH:14]=[CH:13][CH:12]=[C:11]([C:15]([F:18])([F:17])[F:16])[CH:10]=2)=[C:6]([CH3:19])[N:5]2[N:20]=[CH:21][C:22]([C:23]([OH:25])=O)=[C:4]2[N:3]=1.[CH3:26][N:27]1[CH:31]=[C:30]([CH2:32][CH2:33][NH2:34])[N:29]=[CH:28]1, predict the reaction product.